Dataset: NCI-60 drug combinations with 297,098 pairs across 59 cell lines. Task: Regression. Given two drug SMILES strings and cell line genomic features, predict the synergy score measuring deviation from expected non-interaction effect. (1) Synergy scores: CSS=26.0, Synergy_ZIP=-0.269, Synergy_Bliss=-1.64, Synergy_Loewe=-37.8, Synergy_HSA=-2.05. Cell line: PC-3. Drug 2: C1=NNC2=C1C(=O)NC=N2. Drug 1: CC1C(C(CC(O1)OC2CC(OC(C2O)C)OC3=CC4=CC5=C(C(=O)C(C(C5)C(C(=O)C(C(C)O)O)OC)OC6CC(C(C(O6)C)O)OC7CC(C(C(O7)C)O)OC8CC(C(C(O8)C)O)(C)O)C(=C4C(=C3C)O)O)O)O. (2) Drug 1: CCC1(CC2CC(C3=C(CCN(C2)C1)C4=CC=CC=C4N3)(C5=C(C=C6C(=C5)C78CCN9C7C(C=CC9)(C(C(C8N6C=O)(C(=O)OC)O)OC(=O)C)CC)OC)C(=O)OC)O.OS(=O)(=O)O. Drug 2: C1=NC2=C(N=C(N=C2N1C3C(C(C(O3)CO)O)F)Cl)N. Cell line: MDA-MB-435. Synergy scores: CSS=6.96, Synergy_ZIP=-1.47, Synergy_Bliss=2.54, Synergy_Loewe=-0.0683, Synergy_HSA=1.71.